From a dataset of Full USPTO retrosynthesis dataset with 1.9M reactions from patents (1976-2016). Predict the reactants needed to synthesize the given product. (1) Given the product [F:35][C:5]1[C:6]([N:16]2[CH2:20][CH2:19][CH2:18][C:17]2=[O:21])=[CH:7][C:8]([N:10]2[CH2:14][CH2:13][CH2:12][C:11]2=[O:15])=[CH:9][C:4]=1[C:3]([O:2][CH3:1])=[O:22], predict the reactants needed to synthesize it. The reactants are: [CH3:1][O:2][C:3](=[O:22])[C:4]1[CH:9]=[C:8]([N:10]2[CH2:14][CH2:13][CH2:12][C:11]2=[O:15])[CH:7]=[C:6]([N:16]2[CH2:20][CH2:19][CH2:18][C:17]2=[O:21])[CH:5]=1.BrC1C([F:35])=C(C=C(Br)C=1)C(OC)=O. (2) Given the product [F:29][C:30]1[CH:31]=[C:32]([C:36]#[C:37][C:2]2[C:10]3[C:5](=[CH:6][CH:7]=[C:8]([N+:11]([O-:13])=[O:12])[CH:9]=3)[N:4]([CH2:14][O:15][CH2:16][CH2:17][Si:18]([CH3:21])([CH3:20])[CH3:19])[N:3]=2)[CH:33]=[CH:34][CH:35]=1, predict the reactants needed to synthesize it. The reactants are: I[C:2]1[C:10]2[C:5](=[CH:6][CH:7]=[C:8]([N+:11]([O-:13])=[O:12])[CH:9]=2)[N:4]([CH2:14][O:15][CH2:16][CH2:17][Si:18]([CH3:21])([CH3:20])[CH3:19])[N:3]=1.C(N(CC)CC)C.[F:29][C:30]1[CH:31]=[C:32]([C:36]#[CH:37])[CH:33]=[CH:34][CH:35]=1. (3) Given the product [CH2:27]([O:17][C:15](=[O:16])[CH:11]([C:2]1[CH:7]=[CH:6][C:5]([Br:8])=[CH:4][N:3]=1)[C:12]([O:14][CH2:36][CH3:37])=[O:13])[CH3:28], predict the reactants needed to synthesize it. The reactants are: I[C:2]1[CH:7]=[CH:6][C:5]([Br:8])=[CH:4][N:3]=1.C([C:11](CC)([C:15]([O-:17])=[O:16])[C:12]([O-:14])=[O:13])C.C(=O)([O-])[O-].[Cs+].[Cs+].N1C=CC=[CH:28][C:27]=1C(O)=O.O1CCO[CH2:37][CH2:36]1. (4) The reactants are: C([Li])CCC.[Cl:6][C:7]1[CH:12]=[CH:11][CH:10]=[CH:9][C:8]=1[Cl:13].[C:14]1(=O)[O:19][C:17](=[O:18])[CH2:16][CH2:15]1.Cl. Given the product [Cl:6][C:7]1[C:8]([Cl:13])=[CH:9][CH:10]=[CH:11][C:12]=1[CH2:14][CH2:15][CH2:16][C:17]([OH:19])=[O:18], predict the reactants needed to synthesize it.